Predict which catalyst facilitates the given reaction. From a dataset of Catalyst prediction with 721,799 reactions and 888 catalyst types from USPTO. (1) Reactant: [S:1]1[CH:5]=[CH:4][CH:3]=[C:2]1[CH:6]=[O:7].Cl[CH2:9][CH2:10][O:11][C:12](=[O:14])[CH3:13].CC[O-].[Na+]. Product: [CH2:10]([O:11][C:12]([C@H:13]1[C@H:6]([C:2]2[S:1][CH:5]=[CH:4][CH:3]=2)[O:7]1)=[O:14])[CH3:9]. The catalyst class is: 28. (2) Reactant: Cl[CH2:2][C:3]1[CH:8]=[CH:7][C:6]([C:9]([OH:35])([C:29]2[N:33]([CH3:34])[CH:32]=[N:31][CH:30]=2)[C:10]2[CH:11]=[C:12]3[C:17](=[CH:18][CH:19]=2)[N:16]([CH3:20])[C:15](=[O:21])[CH:14]=[C:13]3[C:22]2[CH:27]=[CH:26][CH:25]=[C:24]([Cl:28])[CH:23]=2)=[CH:5][CH:4]=1.[C-:36]#[N:37].[Na+].O.C([O-])([O-])=O.[K+].[K+]. Product: [Cl:28][C:24]1[CH:23]=[C:22]([C:13]2[C:12]3[C:17](=[CH:18][CH:19]=[C:10]([C:9]([OH:35])([C:29]4[N:33]([CH3:34])[CH:32]=[N:31][CH:30]=4)[C:6]4[CH:5]=[CH:4][C:3]([CH2:2][C:36]#[N:37])=[CH:8][CH:7]=4)[CH:11]=3)[N:16]([CH3:20])[C:15](=[O:21])[CH:14]=2)[CH:27]=[CH:26][CH:25]=1. The catalyst class is: 16.